This data is from Full USPTO retrosynthesis dataset with 1.9M reactions from patents (1976-2016). The task is: Predict the reactants needed to synthesize the given product. (1) Given the product [C:1]([C:3]1[N:7]([CH:8]2[CH2:13][CH2:12][N:11]([C:14]([O:16][CH:17]([CH3:19])[CH3:18])=[O:15])[CH2:10][CH2:9]2)[N:6]=[CH:5][C:4]=1[CH:20]=[O:21])#[N:2], predict the reactants needed to synthesize it. The reactants are: [C:1]([C:3]1[N:7]([CH:8]2[CH2:13][CH2:12][N:11]([C:14]([O:16][CH:17]([CH3:19])[CH3:18])=[O:15])[CH2:10][CH2:9]2)[N:6]=[CH:5][C:4]=1[CH2:20][OH:21])#[N:2].ClN1C(=O)N(Cl)C(=O)N(Cl)C1=O.CC1(C)N([O])C(C)(C)CCC1. (2) Given the product [CH3:1][CH:2]([CH3:34])[C:3]([NH:5][C:6]1[CH:11]=[CH:10][CH:9]=[C:8]([CH:12]2[CH2:17][CH2:16][N:15]([CH2:18][CH2:19][CH2:20][C:21]3[C:39]4[C:38](=[C:37]([CH3:36])[CH:42]=[CH:41][CH:40]=4)[NH:43][C:22]=3[C:23]3[CH:28]=[CH:27][C:26]([C:29]([F:32])([F:31])[F:30])=[CH:25][CH:24]=3)[CH2:14][CH2:13]2)[CH:7]=1)=[O:4], predict the reactants needed to synthesize it. The reactants are: [CH3:1][CH:2]([CH3:34])[C:3]([NH:5][C:6]1[CH:11]=[CH:10][CH:9]=[C:8]([CH:12]2[CH2:17][CH2:16][N:15]([CH2:18][CH2:19][CH2:20][CH2:21][C:22](=O)[C:23]3[CH:28]=[CH:27][C:26]([C:29]([F:32])([F:31])[F:30])=[CH:25][CH:24]=3)[CH2:14][CH2:13]2)[CH:7]=1)=[O:4].Cl.[CH3:36][C:37]1[CH:42]=[CH:41][CH:40]=[CH:39][C:38]=1[NH:43]N. (3) Given the product [CH2:1]([O:8][C:9]1[C:14](=[O:15])[N:13]2[CH:16]=[CH:17][N:18]([CH2:19][C:20](=[O:27])[N:21]3[CH2:26][CH2:25][N:24]([C:50](=[O:55])[C:51]([CH3:54])([CH3:53])[CH3:52])[CH2:23][CH2:22]3)[C:12]2=[N:11][C:10]=1[C:28]1[S:29][C:30]([CH2:33][C:34]2[CH:35]=[CH:36][C:37]([F:40])=[CH:38][CH:39]=2)=[CH:31][N:32]=1)[C:2]1[CH:7]=[CH:6][CH:5]=[CH:4][CH:3]=1, predict the reactants needed to synthesize it. The reactants are: [CH2:1]([O:8][C:9]1[C:14](=[O:15])[N:13]2[CH:16]=[CH:17][N:18]([CH2:19][C:20](=[O:27])[N:21]3[CH2:26][CH2:25][NH:24][CH2:23][CH2:22]3)[C:12]2=[N:11][C:10]=1[C:28]1[S:29][C:30]([CH2:33][C:34]2[CH:39]=[CH:38][C:37]([F:40])=[CH:36][CH:35]=2)=[CH:31][N:32]=1)[C:2]1[CH:7]=[CH:6][CH:5]=[CH:4][CH:3]=1.CCN(C(C)C)C(C)C.[C:50](Cl)(=[O:55])[C:51]([CH3:54])([CH3:53])[CH3:52].C(=O)(O)[O-].[Na+]. (4) Given the product [N:1]1([CH2:13][C:14]2[CH:23]=[CH:22][C:17]([C:18]([O:20][CH3:21])=[O:19])=[CH:16][CH:15]=2)[C:9]2[C:4](=[CH:5][CH:6]=[CH:7][CH:8]=2)[CH:3]=[CH:2]1, predict the reactants needed to synthesize it. The reactants are: [NH:1]1[C:9]2[C:4](=[CH:5][CH:6]=[CH:7][CH:8]=2)[CH:3]=[CH:2]1.[H-].[Na+].Br[CH2:13][C:14]1[CH:23]=[CH:22][C:17]([C:18]([O:20][CH3:21])=[O:19])=[CH:16][CH:15]=1. (5) Given the product [CH3:1][O:2][CH2:3][CH2:4][C:5]1[C:9]([CH3:10])=[CH:8][NH:7][N:6]=1, predict the reactants needed to synthesize it. The reactants are: [CH3:1][O:2][CH2:3][CH2:4][C:5]1[C:9]([CH3:10])=[CH:8][N:7](S(N(C)C)(=O)=O)[N:6]=1.Cl.C([O-])(O)=O.[Na+]. (6) Given the product [F:1][C:2]1[CH:9]=[C:8]([SH:10])[CH:7]=[CH:6][C:3]=1[NH:4][CH3:5], predict the reactants needed to synthesize it. The reactants are: [F:1][C:2]1[CH:9]=[CH:8][CH:7]=[CH:6][C:3]=1[NH:4][CH3:5].[S-:10]C#N.[Na+].BrBr.[Br-].[Na+].CO.C(=O)([O-])[O-].[Na+].[Na+].